From a dataset of Forward reaction prediction with 1.9M reactions from USPTO patents (1976-2016). Predict the product of the given reaction. (1) Given the reactants [Cl:1][C:2]1[C:9]([CH3:10])=[C:8]([N:11]2[C@H:15]([C:16]([F:19])([F:18])[F:17])[C@@H:14]3[C:20](=O)[CH2:21][CH2:22][N:13]3[C:12]2=[O:24])[CH:7]=[CH:6][C:3]=1[C:4]#[N:5].N1C=CC=CC=1.Cl.[NH2:32][OH:33], predict the reaction product. The product is: [Cl:1][C:2]1[C:9]([CH3:10])=[C:8]([N:11]2[C@H:15]([C:16]([F:17])([F:18])[F:19])[C@@H:14]3[C:20](=[N:32][OH:33])[CH2:21][CH2:22][N:13]3[C:12]2=[O:24])[CH:7]=[CH:6][C:3]=1[C:4]#[N:5]. (2) Given the reactants [I:1][C:2]1[CH:11]=[CH:10][C:5]2[C:6]([CH3:9])=[N:7][O:8][C:4]=2[C:3]=1[CH2:12][OH:13].N1C=CN=C1.[C:19]([Si:23]([CH3:26])([CH3:25])Cl)([CH3:22])([CH3:21])[CH3:20].O, predict the reaction product. The product is: [Si:23]([O:13][CH2:12][C:3]1[C:4]2[O:8][N:7]=[C:6]([CH3:9])[C:5]=2[CH:10]=[CH:11][C:2]=1[I:1])([C:19]([CH3:22])([CH3:21])[CH3:20])([CH3:26])[CH3:25]. (3) Given the reactants [C:1]1([CH2:17][CH2:18][CH2:19][C:20]([OH:22])=[O:21])[C:14]2[C:15]3=[C:16]4[C:11](=[CH:12][CH:13]=2)[CH:10]=[CH:9][CH:8]=[C:7]4[CH:6]=[CH:5][C:4]3=[CH:3][CH:2]=1.O[N:24]1[C:28](=[O:29])[CH2:27][CH2:26][C:25]1=[O:30].ClC(N=C=N)CC(Cl)CCC, predict the reaction product. The product is: [C:25]1(=[O:30])[N:24]([C:2]2[CH:3]=[C:4]3[C:15]4=[C:16]5[C:11]([CH:10]=[CH:9][CH:8]=[C:7]5[CH:6]=[CH:5]3)=[CH:12][CH:13]=[C:14]4[C:1]=2[CH2:17][CH2:18][CH2:19][C:20]([OH:22])=[O:21])[C:28](=[O:29])[CH2:27][CH2:26]1. (4) Given the reactants [Si]([O:8][C:9]1([CH3:26])[C:14](=[O:15])[CH:13]=[C:12]([C:16]2[CH:21]=[CH:20][N:19]=[CH:18][C:17]=2[N+:22]([O-:24])=[O:23])[O:11][CH:10]1[CH3:25])(C(C)(C)C)(C)C.Cl, predict the reaction product. The product is: [OH:8][C:9]1([CH3:26])[C:14](=[O:15])[CH:13]=[C:12]([C:16]2[CH:21]=[CH:20][N:19]=[CH:18][C:17]=2[N+:22]([O-:24])=[O:23])[O:11][CH:10]1[CH3:25]. (5) Given the reactants C([O:3][C:4]([C:6]1(OC(=O)C)[CH:14](NC(=O)C2C=CC=CC=2)[C:13]2[C:8](=[CH:9][CH:10]=[CH:11][CH:12]=2)[N:7]1[CH3:24])=[O:5])C.[CH3:29][OH:30].[OH2:31].[OH-].[Li+], predict the reaction product. The product is: [OH:30][C:29]1[CH:10]=[CH:11][CH:12]=[CH:13][C:14]=1[C:6]([NH:7][C:11]1[CH:12]=[C:13]2[C:8](=[CH:9][CH:10]=1)[N:7]([CH3:24])[C:6]([C:4]([OH:3])=[O:5])=[CH:14]2)=[O:31]. (6) Given the reactants [C:1]([S:4][C:5]([CH3:19])([CH3:18])[CH:6]([NH:10][C:11]([O:13][C:14]([CH3:17])([CH3:16])[CH3:15])=[O:12])[C:7]([OH:9])=[O:8])(=[O:3])[CH3:2].C(Cl)CCl.[Cl:24][C:25]1[CH:26]=[N+:27]([O-:50])[CH:28]=[C:29]([Cl:49])[C:30]=1[CH2:31][C@@H:32]([C:34]1[CH:39]=[CH:38][C:37]([O:40][CH:41]([F:43])[F:42])=[C:36]([O:44][CH2:45][CH:46]2[CH2:48][CH2:47]2)[CH:35]=1)O, predict the reaction product. The product is: [C:1]([S:4][C:5]([CH3:19])([CH3:18])[CH:6]([NH:10][C:11]([O:13][C:14]([CH3:17])([CH3:16])[CH3:15])=[O:12])[C:7]([O:9][C@H:32]([C:34]1[CH:39]=[CH:38][C:37]([O:40][CH:41]([F:42])[F:43])=[C:36]([O:44][CH2:45][CH:46]2[CH2:47][CH2:48]2)[CH:35]=1)[CH2:31][C:30]1[C:29]([Cl:49])=[CH:28][N+:27]([O-:50])=[CH:26][C:25]=1[Cl:24])=[O:8])(=[O:3])[CH3:2]. (7) Given the reactants [H-].[Na+].[NH:3]1[CH2:8][CH2:7][O:6][CH2:5][C:4]1=[O:9].[CH2:10](Cl)[C:11]1[CH:16]=[CH:15][CH:14]=[CH:13][CH:12]=1.Cl, predict the reaction product. The product is: [CH2:10]([N:3]1[CH2:8][CH2:7][O:6][CH2:5][C:4]1=[O:9])[C:11]1[CH:16]=[CH:15][CH:14]=[CH:13][CH:12]=1.